Dataset: Forward reaction prediction with 1.9M reactions from USPTO patents (1976-2016). Task: Predict the product of the given reaction. (1) Given the reactants Cl.Cl.[Cl:3][C:4]1[CH:5]=[C:6]([N:10]2[C:25](=[O:26])[C:14]3[CH:15]=[N:16][C:17]4[C:18]([O:23][CH3:24])=[CH:19][CH:20]=[CH:21][C:22]=4[C:13]=3[N:12]([CH:27]3[CH2:32][CH2:31][NH:30][CH2:29][CH2:28]3)[C:11]2=[O:33])[CH:7]=[CH:8][CH:9]=1.[CH3:34][N:35]([CH3:40])[S:36](Cl)(=[O:38])=[O:37], predict the reaction product. The product is: [CH3:34][N:35]([CH3:40])[S:36]([N:30]1[CH2:31][CH2:32][CH:27]([N:12]2[C:13]3[C:22]4[CH:21]=[CH:20][CH:19]=[C:18]([O:23][CH3:24])[C:17]=4[N:16]=[CH:15][C:14]=3[C:25](=[O:26])[N:10]([C:6]3[CH:7]=[CH:8][CH:9]=[C:4]([Cl:3])[CH:5]=3)[C:11]2=[O:33])[CH2:28][CH2:29]1)(=[O:38])=[O:37]. (2) Given the reactants [C:1]([O:4][CH2:5][C:6]([CH3:36])([CH3:35])[CH2:7][N:8]1[C:14]2[CH:15]=[CH:16][C:17]([Cl:19])=[CH:18][C:13]=2[C@@H:12]([C:20]2[CH:25]=[CH:24][CH:23]=[C:22]([O:26][CH3:27])[C:21]=2[O:28][CH3:29])[O:11][C@H:10]([CH2:30][C:31](O)=[O:32])[C:9]1=[O:34])(=[O:3])[CH3:2].C(N(CC)CC)C.ClC(OCC(C)C)=O.Cl.[NH2:53][C:54]1[CH:55]=[C:56]([CH2:68][CH2:69][CH3:70])[C:57]2[O:61][C:60]([C:62]([O:64][CH2:65][CH3:66])=[O:63])=[CH:59][C:58]=2[CH:67]=1.N1C=CC=CC=1, predict the reaction product. The product is: [C:1]([O:4][CH2:5][C:6]([CH3:36])([CH3:35])[CH2:7][N:8]1[C:14]2[CH:15]=[CH:16][C:17]([Cl:19])=[CH:18][C:13]=2[C@@H:12]([C:20]2[CH:25]=[CH:24][CH:23]=[C:22]([O:26][CH3:27])[C:21]=2[O:28][CH3:29])[O:11][C@H:10]([CH2:30][C:31]([NH:53][C:54]2[CH:55]=[C:56]([CH2:68][CH2:69][CH3:70])[C:57]3[O:61][C:60]([C:62]([O:64][CH2:65][CH3:66])=[O:63])=[CH:59][C:58]=3[CH:67]=2)=[O:32])[C:9]1=[O:34])(=[O:3])[CH3:2]. (3) Given the reactants [NH2:1][CH2:2][C:3]1[C:4]([CH3:20])=[C:5]2[C:9](=[CH:10][C:11]=1[F:12])[CH2:8][N:7]([C:13]([O:15][C:16]([CH3:19])([CH3:18])[CH3:17])=[O:14])[CH2:6]2.Cl[C:22]1[C:23]2[C:24](=[N:28][N:29]([CH2:31][C:32]3[CH:37]=[CH:36][C:35]([CH2:38][N:39]4[CH:44]=[CH:43][CH:42]=[CH:41][C:40]4=[O:45])=[CH:34][CH:33]=3)[CH:30]=2)[N:25]=[CH:26][N:27]=1.CCN(C(C)C)C(C)C, predict the reaction product. The product is: [F:12][C:11]1[CH:10]=[C:9]2[C:5]([CH2:6][N:7]([C:13]([O:15][C:16]([CH3:17])([CH3:19])[CH3:18])=[O:14])[CH2:8]2)=[C:4]([CH3:20])[C:3]=1[CH2:2][NH:1][C:22]1[C:23]2[C:24](=[N:28][N:29]([CH2:31][C:32]3[CH:33]=[CH:34][C:35]([CH2:38][N:39]4[CH:44]=[CH:43][CH:42]=[CH:41][C:40]4=[O:45])=[CH:36][CH:37]=3)[CH:30]=2)[N:25]=[CH:26][N:27]=1. (4) Given the reactants C(OC(NC(NCCO[C:22]1[CH:27]=[CH:26][CH:25]=[C:24]([CH2:28][N:29]2[CH:33]=[C:32]([C:34]3[CH:43]=[CH:42][CH:41]=[C:40]4[C:35]=3[CH2:36][CH2:37][CH2:38][N:39]4[C:44](=[O:57])[CH2:45][CH2:46][CH2:47][O:48][C:49]3[CH:54]=[CH:53][CH:52]=[C:51]([CH3:55])[C:50]=3[CH3:56])[CH:31]=[N:30]2)[CH:23]=1)=NC(=O)OC(C)(C)C)=O)(C)(C)C.C(OC(NC(NC(OC(C)(C)C)=O)=N)=O)(C)(C)C.[Br:76][CH2:77][CH2:78][CH2:79][OH:80], predict the reaction product. The product is: [Br:76][CH2:77][CH2:78][CH2:79][O:80][C:22]1[CH:23]=[C:24]([CH:25]=[CH:26][CH:27]=1)[CH2:28][N:29]1[CH:33]=[C:32]([C:34]2[CH:43]=[CH:42][CH:41]=[C:40]3[C:35]=2[CH2:36][CH2:37][CH2:38][N:39]3[C:44](=[O:57])[CH2:45][CH2:46][CH2:47][O:48][C:49]2[CH:54]=[CH:53][CH:52]=[C:51]([CH3:55])[C:50]=2[CH3:56])[CH:31]=[N:30]1.